From a dataset of Forward reaction prediction with 1.9M reactions from USPTO patents (1976-2016). Predict the product of the given reaction. (1) Given the reactants O[CH2:2][C:3]1[CH:12]=[N:11][C:10]2[N:9]3[CH2:13][CH2:14][CH2:15][CH2:16][CH:8]3[C:7](=[O:17])[NH:6][C:5]=2[CH:4]=1.[I-].C(C[P+](C)(C)C)#N.C(N(C(C)C)C(C)C)C.Cl.[Cl:36][C:37]1[CH:42]=[CH:41][C:40]([C:43]2[CH2:44][CH2:45][NH:46][CH2:47][CH:48]=2)=[CH:39][CH:38]=1, predict the reaction product. The product is: [Cl:36][C:37]1[CH:42]=[CH:41][C:40]([C:43]2[CH2:48][CH2:47][N:46]([CH2:2][C:3]3[CH:12]=[N:11][C:10]4[N:9]5[CH2:13][CH2:14][CH2:15][CH2:16][CH:8]5[C:7](=[O:17])[NH:6][C:5]=4[CH:4]=3)[CH2:45][CH:44]=2)=[CH:39][CH:38]=1. (2) The product is: [F:14][C:15]1[CH:20]=[C:19]([CH:18]=[CH:17][CH:16]=1)[O:1][CH:2]([C:4]1[CH:13]=[CH:12][C:7]([C:8]([O:10][CH3:11])=[O:9])=[CH:6][CH:5]=1)[CH3:3]. Given the reactants [OH:1][CH:2]([C:4]1[CH:13]=[CH:12][C:7]([C:8]([O:10][CH3:11])=[O:9])=[CH:6][CH:5]=1)[CH3:3].[F:14][C:15]1[CH:16]=[C:17](O)[CH:18]=[CH:19][CH:20]=1.C1(P(C2C=CC=CC=2)C2C=CC=CC=2)C=CC=CC=1.N(C(OC(C)C)=O)=NC(OC(C)C)=O, predict the reaction product. (3) Given the reactants [CH3:1][C:2]1[CH:7]=[CH:6][C:5]([N:8]=[C:9](Cl)[C:10]([F:13])([F:12])[F:11])=[CH:4][CH:3]=1.[N-:15]=[N+:16]=[N-:17].[Na+].Cl.C(N(CC)CC)C, predict the reaction product. The product is: [CH3:1][C:2]1[CH:7]=[CH:6][C:5]([N:8]2[C:9]([C:10]([F:13])([F:12])[F:11])=[N:17][N:16]=[N:15]2)=[CH:4][CH:3]=1. (4) Given the reactants [F:1][C:2]1[C:3]([CH2:24][N:25](C)[C:26](=O)OC(C)(C)C)=[CH:4][N:5]([S:14]([C:17]2[O:18][C:19]([CH2:22][OH:23])=[CH:20][CH:21]=2)(=[O:16])=[O:15])[C:6]=1[C:7]1[C:8]([F:13])=[N:9][CH:10]=[CH:11][CH:12]=1.C(OCC)(=O)C.Cl, predict the reaction product. The product is: [F:1][C:2]1[C:3]([CH2:24][NH:25][CH3:26])=[CH:4][N:5]([S:14]([C:17]2[O:18][C:19]([CH2:22][OH:23])=[CH:20][CH:21]=2)(=[O:16])=[O:15])[C:6]=1[C:7]1[C:8]([F:13])=[N:9][CH:10]=[CH:11][CH:12]=1. (5) Given the reactants [Br:1][C:2]1[C:3](Cl)=[C:4]([Cl:15])[C:5]([N:8]2[C:12]([CH3:13])=[CH:11][CH:10]=[C:9]2[CH3:14])=[N:6][CH:7]=1.C([N:24]1[CH2:34][CH2:33][C:27]2([C:31](=[O:32])[NH:30][CH2:29][CH2:28]2)[CH2:26][CH2:25]1)(OC(C)(C)C)=O.C(N(CC)CC)C, predict the reaction product. The product is: [Br:1][C:2]1[C:3]([N:24]2[CH2:34][CH2:33][C:27]3([C:31](=[O:32])[NH:30][CH2:29][CH2:28]3)[CH2:26][CH2:25]2)=[C:4]([Cl:15])[C:5]([N:8]2[C:12]([CH3:13])=[CH:11][CH:10]=[C:9]2[CH3:14])=[N:6][CH:7]=1.